The task is: Predict the reaction yield, written as a fraction of the theoretical maximum amount of product (1.0 means a 100% yield; for example, 0.34 means a 34% yield).. This data is from Reaction yield outcomes from USPTO patents with 853,638 reactions. The reactants are [S:1]1(=[O:13])(=[O:12])[C:7]2[CH:8]=[CH:9][CH:10]=[CH:11][C:6]=2[CH2:5][CH2:4][CH2:3][CH2:2]1.[CH3:14][NH:15][CH3:16]. No catalyst specified. The product is [CH3:14][N:15]([CH3:16])[C:10]1[CH:9]=[CH:8][C:7]2[S:1](=[O:12])(=[O:13])[CH2:2][CH2:3][CH2:4][CH2:5][C:6]=2[CH:11]=1. The yield is 0.905.